Task: Predict which catalyst facilitates the given reaction.. Dataset: Catalyst prediction with 721,799 reactions and 888 catalyst types from USPTO (1) Reactant: C(#N)C.[SH:4][C:5]1[N:9]([CH3:10])[N:8]=[N:7][N:6]=1.[CH2:11]1[CH2:17][S:14](=[O:16])(=[O:15])[O:13][CH2:12]1.C(Cl)(Cl)Cl. Product: [CH3:10][N:9]1[C:5]([S:4][CH2:12][CH2:11][CH2:17][S:14]([OH:16])(=[O:15])=[O:13])=[N:6][N:7]=[N:8]1. The catalyst class is: 5. (2) Reactant: Cl[C:2]1[C:3]2[N:11]=[C:10]([C:12]3[CH:17]=[CH:16][CH:15]=[C:14]([O:18][C:19]([F:22])([F:21])[F:20])[CH:13]=3)[CH:9]=[CH:8][C:4]=2[N:5]=[CH:6][N:7]=1.[NH3:23]. Product: [F:20][C:19]([F:22])([F:21])[O:18][C:14]1[CH:13]=[C:12]([C:10]2[CH:9]=[CH:8][C:4]3[N:5]=[CH:6][N:7]=[C:2]([NH2:23])[C:3]=3[N:11]=2)[CH:17]=[CH:16][CH:15]=1. The catalyst class is: 41. (3) Reactant: C([O:8][CH2:9][C:10]([C:13]1[S:17][C:16]([NH:18][C:19](=[O:37])[CH:20]([NH:24][CH:25]2[CH2:34][CH2:33][C:32]3[C:27](=[C:28]([F:36])[CH:29]=[C:30]([F:35])[CH:31]=3)[CH2:26]2)[CH2:21][CH2:22][CH3:23])=[N:15][N:14]=1)([CH3:12])[CH3:11])C1C=CC=CC=1. The catalyst class is: 78. Product: [OH:8][CH2:9][C:10]([C:13]1[S:17][C:16]([NH:18][C:19](=[O:37])[CH:20]([NH:24][CH:25]2[CH2:34][CH2:33][C:32]3[C:27](=[C:28]([F:36])[CH:29]=[C:30]([F:35])[CH:31]=3)[CH2:26]2)[CH2:21][CH2:22][CH3:23])=[N:15][N:14]=1)([CH3:11])[CH3:12].